From a dataset of Forward reaction prediction with 1.9M reactions from USPTO patents (1976-2016). Predict the product of the given reaction. (1) Given the reactants C(OC1C=C(C=CC=1)OC1C=C2C(=CC=1)N(C1C=CC(OC(C)C)=CC=1)C(C(O)=O)=C2)(C)C.C([O:36][C:37]([C:39]1[N:40]([C:49]2[CH:54]=[CH:53][C:52]([O:55][CH:56]([CH3:58])[CH3:57])=[CH:51][CH:50]=2)[C:41]2[C:46]([CH:47]=1)=[CH:45][C:44]([OH:48])=[CH:43][CH:42]=2)=[O:38])C.[Cl:59][C:60]1[CH:65]=[CH:64][C:63](B(O)O)=[CH:62][C:61]=1[O:69][C:70]([F:73])([F:72])[F:71], predict the reaction product. The product is: [Cl:59][C:60]1[CH:65]=[CH:64][C:63]([O:48][C:44]2[CH:45]=[C:46]3[C:41](=[CH:42][CH:43]=2)[N:40]([C:49]2[CH:54]=[CH:53][C:52]([O:55][CH:56]([CH3:57])[CH3:58])=[CH:51][CH:50]=2)[C:39]([C:37]([OH:36])=[O:38])=[CH:47]3)=[CH:62][C:61]=1[O:69][C:70]([F:71])([F:73])[F:72]. (2) The product is: [CH3:9][O:8][C:6]1[N:5]=[C:4]([NH:10][C:11]2[CH:16]=[CH:15][C:14]([N:17]3[CH:21]=[C:20]([CH3:22])[N:19]=[CH:18]3)=[C:13]([O:23][CH3:24])[CH:12]=2)[N:3]=[C:2]([N:26]([CH3:25])[C@@H:27]([C:30]2[CH:35]=[CH:34][CH:33]=[CH:32][CH:31]=2)[CH2:28][OH:29])[N:7]=1. Given the reactants Cl[C:2]1[N:7]=[C:6]([O:8][CH3:9])[N:5]=[C:4]([NH:10][C:11]2[CH:16]=[CH:15][C:14]([N:17]3[CH:21]=[C:20]([CH3:22])[N:19]=[CH:18]3)=[C:13]([O:23][CH3:24])[CH:12]=2)[N:3]=1.[CH3:25][NH:26][C@H:27]([C:30]1[CH:35]=[CH:34][CH:33]=[CH:32][CH:31]=1)[CH2:28][OH:29], predict the reaction product. (3) Given the reactants Cl.[CH3:2][N:3]([CH3:10])[CH2:4]/[CH:5]=[CH:6]/[C:7](O)=[O:8].C(Cl)(C(Cl)=O)=O.[NH2:17][C:18]1[N:26]=[CH:25][N:24]=[C:23]2[C:19]=1[N:20]([C:35]1[CH:40]=[CH:39][C:38]([Cl:41])=[CH:37][CH:36]=1)[C:21](=[O:34])[N:22]2[C:27]1[CH:32]=[CH:31][CH:30]=[C:29]([NH2:33])[CH:28]=1, predict the reaction product. The product is: [NH2:17][C:18]1[N:26]=[CH:25][N:24]=[C:23]2[C:19]=1[N:20]([C:35]1[CH:40]=[CH:39][C:38]([Cl:41])=[CH:37][CH:36]=1)[C:21](=[O:34])[N:22]2[C:27]1[CH:28]=[C:29]([NH:33][C:7](=[O:8])/[CH:6]=[CH:5]/[CH2:4][N:3]([CH3:10])[CH3:2])[CH:30]=[CH:31][CH:32]=1. (4) Given the reactants [C:1]1([CH:7]2[CH2:10][CH:9]([NH2:11])[CH2:8]2)[CH:6]=[CH:5][CH:4]=[CH:3][CH:2]=1.[Cl:12][C:13]1[CH:14]=[C:15]2[C:20](=[CH:21][C:22]=1[O:23][C:24]1[CH:32]=[CH:31][C:27]([C:28](O)=[O:29])=[CH:26][CH:25]=1)[O:19][CH2:18][CH2:17][CH:16]2[C:33]([O:35][CH2:36][CH3:37])=[O:34].Cl.C(N=C=NCCCN(C)C)C, predict the reaction product. The product is: [Cl:12][C:13]1[CH:14]=[C:15]2[C:20](=[CH:21][C:22]=1[O:23][C:24]1[CH:32]=[CH:31][C:27]([C:28](=[O:29])[NH:11][CH:9]3[CH2:8][CH:7]([C:1]4[CH:6]=[CH:5][CH:4]=[CH:3][CH:2]=4)[CH2:10]3)=[CH:26][CH:25]=1)[O:19][CH2:18][CH2:17][CH:16]2[C:33]([O:35][CH2:36][CH3:37])=[O:34]. (5) Given the reactants [CH2:1]([O:3][C:4]1[C:8]([CH2:9][CH2:10][CH2:11][OH:12])=[CH:7][N:6]([C:13]2[CH:18]=[CH:17][C:16]([C:19]([F:22])([F:21])[F:20])=[CH:15][N:14]=2)[N:5]=1)[CH3:2].O[C:24]1[CH:25]=[C:26]([CH2:32][C:33]([O:35]C)=[O:34])[CH:27]=[C:28]([O:30][CH3:31])[CH:29]=1.C(P(CCCC)CCCC)CCC.N(C(N1CCCCC1)=O)=NC(N1CCCCC1)=O, predict the reaction product. The product is: [CH2:1]([O:3][C:4]1[C:8]([CH2:9][CH2:10][CH2:11][O:12][C:24]2[CH:29]=[C:28]([O:30][CH3:31])[CH:27]=[C:26]([CH2:32][C:33]([OH:35])=[O:34])[CH:25]=2)=[CH:7][N:6]([C:13]2[CH:18]=[CH:17][C:16]([C:19]([F:21])([F:20])[F:22])=[CH:15][N:14]=2)[N:5]=1)[CH3:2]. (6) Given the reactants [NH:1]1[C:5]2=[CH:6][N:7]=[CH:8][CH:9]=[C:4]2[CH:3]=[CH:2]1.C([N-]C(C)C)(C)C.[Li+].[C:18]1([S:24](Cl)(=[O:26])=[O:25])[CH:23]=[CH:22][CH:21]=[CH:20][CH:19]=1.C([O-])(O)=O.[Na+], predict the reaction product. The product is: [C:18]1([S:24]([N:1]2[C:5]3=[CH:6][N:7]=[CH:8][CH:9]=[C:4]3[CH:3]=[CH:2]2)(=[O:26])=[O:25])[CH:23]=[CH:22][CH:21]=[CH:20][CH:19]=1. (7) Given the reactants [N+:1]([C:4]1[CH:9]=[CH:8][C:7]([N:10]2[CH2:15][CH2:14][CH:13]([CH2:16][CH2:17]O)[CH2:12][CH2:11]2)=[CH:6][CH:5]=1)([O-])=O.CS(Cl)(=O)=O.C(N(CC)CC)C.[NH:31]1[CH2:36][CH2:35][O:34][CH2:33][CH2:32]1, predict the reaction product. The product is: [N:31]1([CH2:17][CH2:16][CH:13]2[CH2:12][CH2:11][N:10]([C:7]3[CH:6]=[CH:5][C:4]([NH2:1])=[CH:9][CH:8]=3)[CH2:15][CH2:14]2)[CH2:36][CH2:35][O:34][CH2:33][CH2:32]1. (8) Given the reactants Cl[C:2]1[CH:11]=[CH:10][C:9]2[C:4](=[CH:5][CH:6]=[C:7](Cl)[CH:8]=2)[N:3]=1.[CH3:13][O:14][C:15]1[CH:22]=[CH:21][CH:20]=[CH:19][C:16]=1[CH2:17][NH2:18].[CH3:23][C:24]1[O:28][C:27]([CH2:29][NH2:30])=[CH:26][CH:25]=1, predict the reaction product. The product is: [CH3:13][O:14][C:15]1[CH:22]=[CH:21][CH:20]=[CH:19][C:16]=1[CH2:17][NH:18][C:2]1[CH:11]=[CH:10][C:9]2[C:4](=[CH:5][CH:6]=[C:7]([NH:30][CH2:29][C:27]3[O:28][C:24]([CH3:23])=[CH:25][CH:26]=3)[CH:8]=2)[N:3]=1. (9) Given the reactants C[O:2][C:3]1[CH:8]=[CH:7][C:6]([C:9]2[C:17]3[C:12](=[CH:13][CH:14]=[CH:15][CH:16]=3)[NH:11][C:10]=2[C:18]2[CH:23]=[CH:22][CH:21]=[CH:20][CH:19]=2)=[CH:5][CH:4]=1.B(Br)(Br)Br.CO, predict the reaction product. The product is: [C:18]1([C:10]2[NH:11][C:12]3[C:17]([C:9]=2[C:6]2[CH:5]=[CH:4][C:3]([OH:2])=[CH:8][CH:7]=2)=[CH:16][CH:15]=[CH:14][CH:13]=3)[CH:19]=[CH:20][CH:21]=[CH:22][CH:23]=1.